Dataset: Catalyst prediction with 721,799 reactions and 888 catalyst types from USPTO. Task: Predict which catalyst facilitates the given reaction. (1) Reactant: C[O:2][C:3](=O)[CH2:4][C:5]([NH:7][C:8]1[CH:13]=[CH:12][C:11]([CH2:14][CH2:15][C:16]2[CH:21]=[CH:20][C:19]([Cl:22])=[CH:18][CH:17]=2)=[CH:10][CH:9]=1)=[O:6].[NH3:24]. Product: [Cl:22][C:19]1[CH:20]=[CH:21][C:16]([CH2:15][CH2:14][C:11]2[CH:12]=[CH:13][C:8]([NH:7][C:5](=[O:6])[CH2:4][C:3]([NH2:24])=[O:2])=[CH:9][CH:10]=2)=[CH:17][CH:18]=1. The catalyst class is: 5. (2) Reactant: C([O:8][C:9]([N:11]1[CH2:16][CH2:15][N:14]([C:17]2[CH:22]=[CH:21][CH:20]=[C:19]([CH:23]([C:26]#[N:27])[CH:24]=O)[CH:18]=2)[CH2:13][CH2:12]1)=[O:10])C1C=CC=CC=1.C(O)(=O)C.O.[NH2:33][NH2:34].C(=O)([O-])[O-].[Na+].[Na+].[C:41]1([CH3:47])[CH:46]=[CH:45][CH:44]=[CH:43][CH:42]=1. Product: [CH2:47]([O:8][C:9]([N:11]1[CH2:12][CH2:13][N:14]([C:17]2[CH:22]=[CH:21][CH:20]=[C:19]([C:23]3[CH:24]=[N:33][NH:34][C:26]=3[NH2:27])[CH:18]=2)[CH2:15][CH2:16]1)=[O:10])[C:41]1[CH:46]=[CH:45][CH:44]=[CH:43][CH:42]=1. The catalyst class is: 4. (3) Reactant: C1(C)C=CC(C([C@@](C(O)=O)(O)[C@@](C(C2C=CC(C)=CC=2)=O)(O)C(O)=O)=O)=CC=1.[CH2:29]([N:36]1[CH2:41][CH2:40][C@@H:39]([CH3:42])[C@@H:38]([NH:43][CH3:44])[CH2:37]1)[C:30]1[CH:35]=[CH:34][CH:33]=[CH:32][CH:31]=1.[CH2:29]([N:36]1[CH2:41][CH2:40][C@@H:39]([CH3:42])[C@@H:38]([NH:43][CH3:44])[CH2:37]1)[C:30]1[CH:31]=[CH:32][CH:33]=[CH:34][CH:35]=1.[OH-].[Na+].[CH3:75][C:74]([O:73][C:71](O[C:71]([O:73][C:74]([CH3:77])([CH3:76])[CH3:75])=[O:72])=[O:72])([CH3:77])[CH3:76]. Product: [CH2:29]([N:36]1[CH2:41][CH2:40][C@@H:39]([CH3:42])[C@@H:38]([N:43]([CH3:44])[C:71](=[O:72])[O:73][C:74]([CH3:75])([CH3:76])[CH3:77])[CH2:37]1)[C:30]1[CH:31]=[CH:32][CH:33]=[CH:34][CH:35]=1. The catalyst class is: 38. (4) Reactant: [F:1][C:2]1[CH:7]=[C:6]([F:8])[CH:5]=[CH:4][C:3]=1[N:9]1[C:18]2[C:13](=[CH:14][CH:15]=[C:16]([C:19]3[C:20]([CH3:25])=[N:21][O:22][C:23]=3[CH3:24])[CH:17]=2)[C:12](=[O:26])[CH:11]=[C:10]1[CH3:27].[Se](=O)=[O:29].C(OCC)(=O)C.C(=O)(O)[O-].[Na+]. Product: [F:1][C:2]1[CH:7]=[C:6]([F:8])[CH:5]=[CH:4][C:3]=1[N:9]1[C:18]2[C:13](=[CH:14][CH:15]=[C:16]([C:19]3[C:20]([CH3:25])=[N:21][O:22][C:23]=3[CH3:24])[CH:17]=2)[C:12](=[O:26])[CH:11]=[C:10]1[CH:27]=[O:29]. The catalyst class is: 12. (5) Reactant: [F:1][C:2]1[CH:11]=[C:10]([O:12][CH2:13][C:14]2[S:18][C:17]([C:19]3[CH:24]=[CH:23][C:22]([C:25]([F:28])([F:27])[F:26])=[CH:21][CH:20]=3)=[N:16][C:15]=2[CH3:29])[CH:9]=[CH:8][C:3]=1[C:4]([NH:6][OH:7])=[NH:5].N1C=CC=CC=1.[C:36]1([O:42]C(Cl)=O)C=CC=CC=1.C(OCC)(=O)C. Product: [F:1][C:2]1[CH:11]=[C:10]([O:12][CH2:13][C:14]2[S:18][C:17]([C:19]3[CH:24]=[CH:23][C:22]([C:25]([F:26])([F:28])[F:27])=[CH:21][CH:20]=3)=[N:16][C:15]=2[CH3:29])[CH:9]=[CH:8][C:3]=1[C:4]1[NH:5][C:36](=[O:42])[O:7][N:6]=1. The catalyst class is: 4. (6) Reactant: [F:1][C:2]1[CH:7]=[C:6]([F:8])[CH:5]=[CH:4][C:3]=1[C:9]1[N:10]=[C:11]([C:18]2[C:19]([CH3:27])=[N:20][N:21]3[CH:26]=[CH:25][CH:24]=[CH:23][C:22]=23)[S:12][C:13]=1[C:14]([O:16]C)=[O:15].[OH-].[Na+].CCOC(C)=O.Cl. Product: [F:1][C:2]1[CH:7]=[C:6]([F:8])[CH:5]=[CH:4][C:3]=1[C:9]1[N:10]=[C:11]([C:18]2[C:19]([CH3:27])=[N:20][N:21]3[CH:26]=[CH:25][CH:24]=[CH:23][C:22]=23)[S:12][C:13]=1[C:14]([OH:16])=[O:15]. The catalyst class is: 36. (7) Reactant: [Cl:1][C:2]1[N:3]=[C:4]([N:11]2[CH2:16][CH2:15][O:14][CH2:13][CH2:12]2)[C:5]2[S:10][CH:9]=[CH:8][C:6]=2[N:7]=1.[Li]CCCC.[C:22](=[O:24])=[O:23]. Product: [Cl:1][C:2]1[N:3]=[C:4]([N:11]2[CH2:16][CH2:15][O:14][CH2:13][CH2:12]2)[C:5]2[S:10][C:9]([C:22]([OH:24])=[O:23])=[CH:8][C:6]=2[N:7]=1. The catalyst class is: 1.